From a dataset of Forward reaction prediction with 1.9M reactions from USPTO patents (1976-2016). Predict the product of the given reaction. (1) Given the reactants [Br:1][C:2]1[CH:3]=[C:4]2[C:12](=[CH:13][CH:14]=1)[O:11][CH2:10][C:6]1([CH2:9][O:8][CH2:7]1)[C:5]2=O.[OH-].[Na+].[CH2:18]1COCC1, predict the reaction product. The product is: [Br:1][C:2]1[CH:3]=[C:4]2[C:12](=[CH:13][CH:14]=1)[O:11][CH2:10][C:6]1([CH2:9][O:8][CH2:7]1)[C:5]2=[CH2:18]. (2) Given the reactants Cl.Cl.[NH2:3][C:4]1[CH:5]=[C:6]([CH:34]=[CH:35][CH:36]=1)[O:7][C:8]1[CH:9]=[CH:10][C:11]2[N:15]=[C:14]([CH2:16][O:17][C:18]3[CH:31]=[CH:30][C:21]([CH2:22][CH:23]4[S:27][C:26](=[O:28])[NH:25][C:24]4=[O:29])=[CH:20][CH:19]=3)[N:13]([CH3:32])[C:12]=2[CH:33]=1.[CH2:37]([N:43]=[C:44]=[O:45])[CH2:38][CH2:39][CH2:40][CH2:41][CH3:42].C(N(CC)CC)C, predict the reaction product. The product is: [O:28]=[C:26]1[NH:25][C:24](=[O:29])[CH:23]([CH2:22][C:21]2[CH:30]=[CH:31][C:18]([O:17][CH2:16][C:14]3[N:13]([CH3:32])[C:12]4[CH:33]=[C:8]([O:7][C:6]5[CH:5]=[C:4]([NH:3][C:44]([NH:43][CH2:37][CH2:38][CH2:39][CH2:40][CH2:41][CH3:42])=[O:45])[CH:36]=[CH:35][CH:34]=5)[CH:9]=[CH:10][C:11]=4[N:15]=3)=[CH:19][CH:20]=2)[S:27]1. (3) Given the reactants [Cl:1][C:2]1[CH:7]=[CH:6][C:5]([NH:8][C:9]2[CH:14]=[CH:13][CH:12]=[CH:11][N:10]=2)=[CH:4][C:3]=1[OH:15].C([O-])([O-])=O.[Cs+].[Cs+].Br[CH2:23][CH:24]=[C:25]([CH3:27])[CH3:26], predict the reaction product. The product is: [Cl:1][C:2]1[CH:7]=[CH:6][C:5]([NH:8][C:9]2[CH:14]=[CH:13][CH:12]=[CH:11][N:10]=2)=[CH:4][C:3]=1[O:15][CH2:23][CH:24]=[C:25]([CH3:27])[CH3:26]. (4) Given the reactants [CH3:1][CH2:2][CH2:3][CH2:4][CH2:5][CH2:6][CH2:7][CH2:8][CH2:9][CH2:10][CH2:11][CH2:12][O:13][C:14]([CH:16]([N:18]([CH3:20])[CH3:19])[CH3:17])=[O:15].[C:21]([OH:33])(=[O:32])[CH2:22][C:23]([CH2:28][C:29]([OH:31])=[O:30])([C:25]([OH:27])=[O:26])[OH:24], predict the reaction product. The product is: [C:21]([OH:33])(=[O:32])[CH2:22][C:23]([CH2:28][C:29]([OH:31])=[O:30])([C:25]([OH:27])=[O:26])[OH:24].[CH3:19][N:18]([CH3:20])[CH:16]([CH3:17])[C:14]([O:13][CH2:12][CH2:11][CH2:10][CH2:9][CH2:8][CH2:7][CH2:6][CH2:5][CH2:4][CH2:3][CH2:2][CH3:1])=[O:15].